From a dataset of TCR-epitope binding with 47,182 pairs between 192 epitopes and 23,139 TCRs. Binary Classification. Given a T-cell receptor sequence (or CDR3 region) and an epitope sequence, predict whether binding occurs between them. (1) The epitope is IQYIDIGNY. The TCR CDR3 sequence is CASPDGWGYTF. Result: 0 (the TCR does not bind to the epitope). (2) The epitope is RPHERNGFTVL. The TCR CDR3 sequence is CSARDLKAGSWVEQYF. Result: 1 (the TCR binds to the epitope).